Dataset: Reaction yield outcomes from USPTO patents with 853,638 reactions. Task: Predict the reaction yield, written as a fraction of the theoretical maximum amount of product (1.0 means a 100% yield; for example, 0.34 means a 34% yield). (1) The reactants are [F:1][C:2]1[CH:10]=[C:9]2[C:5]([CH:6]=[C:7]([C:11]([CH3:15])([CH3:14])[CH2:12][OH:13])[NH:8]2)=[CH:4][C:3]=1[N+:16]([O-:18])=[O:17].[CH3:19][C:20]([Si:23](Cl)([CH3:25])[CH3:24])([CH3:22])[CH3:21].N1C=CN=C1. The catalyst is C(Cl)Cl. The product is [Si:23]([O:13][CH2:12][C:11]([C:7]1[NH:8][C:9]2[C:5]([CH:6]=1)=[CH:4][C:3]([N+:16]([O-:18])=[O:17])=[C:2]([F:1])[CH:10]=2)([CH3:15])[CH3:14])([C:20]([CH3:22])([CH3:21])[CH3:19])([CH3:25])[CH3:24]. The yield is 0.380. (2) The reactants are [Cl:1][C:2]1[CH:7]=[CH:6][C:5]([S:8]([N:11]([CH2:21][C:22]2[CH:23]=[CH:24][C:25]([O:32][CH3:33])=[C:26]([CH:31]=2)[C:27]([O:29]C)=[O:28])[C@H:12]([C:15]2[CH:20]=[CH:19][CH:18]=[CH:17][CH:16]=2)[CH2:13][OH:14])(=[O:10])=[O:9])=[CH:4][CH:3]=1.O.[OH-].[Li+]. The catalyst is C1COCC1.O. The product is [Cl:1][C:2]1[CH:7]=[CH:6][C:5]([S:8]([N:11]([CH2:21][C:22]2[CH:23]=[CH:24][C:25]([O:32][CH3:33])=[C:26]([CH:31]=2)[C:27]([OH:29])=[O:28])[C@H:12]([C:15]2[CH:20]=[CH:19][CH:18]=[CH:17][CH:16]=2)[CH2:13][OH:14])(=[O:10])=[O:9])=[CH:4][CH:3]=1. The yield is 0.860. (3) The reactants are [C:1]([O:4][C@@H:5]1[C@@H:10]([O:11][C:12](=[O:14])[CH3:13])[C@H:9]([O:15][C:16](=[O:18])[CH3:17])[C@@H:8]([O:19]/[C:20](/[C:29]([O:31][CH2:32][CH3:33])=[O:30])=[CH:21]\[C:22]2[CH:27]=[CH:26][CH:25]=[CH:24][C:23]=2F)[O:7][C@H:6]1[CH2:34][O:35][C:36](=[O:38])[CH3:37])(=[O:3])[CH3:2].[Cl:39]C1C=CC=CC=1CC(=O)C(OCC)=O.[H-].[Na+].[Br-].C(O[C@@H]1[C@@H](OC(=O)C)[C@@H](OC(=O)C)[C@@H](COC(=O)C)O[C@@H]1O)(=O)C. No catalyst specified. The product is [C:1]([O:4][C@H:5]1[C@@H:10]([O:11][C:12](=[O:14])[CH3:13])[C@H:9]([O:15][C:16](=[O:18])[CH3:17])[C@@H:8]([O:19]/[C:20](/[C:29]([O:31][CH2:32][CH3:33])=[O:30])=[CH:21]\[C:22]2[CH:27]=[CH:26][CH:25]=[CH:24][C:23]=2[Cl:39])[O:7][C@H:6]1[CH2:34][O:35][C:36](=[O:38])[CH3:37])(=[O:3])[CH3:2]. The yield is 0.360.